The task is: Predict the reactants needed to synthesize the given product.. This data is from Full USPTO retrosynthesis dataset with 1.9M reactions from patents (1976-2016). (1) Given the product [O:1]1[CH2:6][CH2:5][NH:4][C:3]2[N:8]=[CH:9][CH:10]=[CH:11][C:2]1=2, predict the reactants needed to synthesize it. The reactants are: [O:1]1[CH2:6][C:5](=O)[NH:4][C:3]2[N:8]=[CH:9][CH:10]=[CH:11][C:2]1=2.[H-].[Al+3].[Li+].[H-].[H-].[H-].[OH-].[Na+].O. (2) Given the product [CH3:1][CH:2]1[CH:7]([CH3:8])[CH2:6][CH2:5][CH:4]([CH3:9])[CH:3]1[O:10][C:18](=[O:20])[N:11]([CH2:12][CH3:13])[CH2:16][CH3:15], predict the reactants needed to synthesize it. The reactants are: [CH3:1][CH:2]1[CH:7]([CH3:8])[CH2:6][CH2:5][CH:4]([CH3:9])[CH:3]1[OH:10].[N:11]1[CH:16]=[CH:15]C=[CH:13][CH:12]=1.Cl[C:18](Cl)([O:20]C(=O)OC(Cl)(Cl)Cl)Cl.C(NCC)C. (3) The reactants are: [CH3:1][CH:2]([CH3:6])[CH2:3][CH2:4][NH2:5].[OH-].[Na+].[Br:9][C:10]1[CH:11]=[C:12]([CH:16]=[CH:17][CH:18]=1)[C:13](Cl)=[O:14]. Given the product [Br:9][C:10]1[CH:11]=[C:12]([CH:16]=[CH:17][CH:18]=1)[C:13]([NH:5][CH2:4][CH2:3][CH:2]([CH3:6])[CH3:1])=[O:14], predict the reactants needed to synthesize it. (4) Given the product [C:20]([CH:27]([NH2:36])[CH2:28][N:29]([C:10](=[O:12])[CH2:9][C:7]1[C:5](=[O:6])[NH:4][C:2](=[O:3])[NH:1][CH:8]=1)[CH2:30][C:31]([O:33][CH2:34][CH3:35])=[O:32])([O:22][C:23]([CH3:26])([CH3:25])[CH3:24])=[O:21], predict the reactants needed to synthesize it. The reactants are: [NH:1]1[CH:8]=[C:7]([CH2:9][C:10]([OH:12])=O)[C:5](=[O:6])[NH:4][C:2]1=[O:3].CN1CCOCC1.[C:20]([CH:27]([NH2:36])[CH2:28][NH:29][CH2:30][C:31]([O:33][CH2:34][CH3:35])=[O:32])([O:22][C:23]([CH3:26])([CH3:25])[CH3:24])=[O:21].F[B-](F)(F)F.O=C1C2C=CC=CC=2N=NN1OC(N(C)C)=[N+](C)C. (5) Given the product [NH2:1][C:2]1[C:3]([C:24]([NH:32][CH3:30])=[O:26])=[N:4][C:5]([C:14]2[CH:19]=[CH:18][C:17](=[O:20])[N:16]([CH:21]([CH3:23])[CH3:22])[CH:15]=2)=[C:6]([C:8]2[CH:13]=[CH:12][CH:11]=[CH:10][CH:9]=2)[N:7]=1, predict the reactants needed to synthesize it. The reactants are: [NH2:1][C:2]1[C:3]([C:24]([OH:26])=O)=[N:4][C:5]([C:14]2[CH:19]=[CH:18][C:17](=[O:20])[N:16]([CH:21]([CH3:23])[CH3:22])[CH:15]=2)=[C:6]([C:8]2[CH:13]=[CH:12][CH:11]=[CH:10][CH:9]=2)[N:7]=1.Cl.CN.[CH2:30]([N:32]=C=NCCCN(C)C)C.ON1C2C=CC=CC=2N=N1. (6) The reactants are: Cl[C:2]1[N:7]=[C:6]([CH2:8][O:9][C:10]2[CH:11]=[C:12]([C@H:16]([CH:23]3[CH2:25][CH2:24]3)[CH2:17][C:18]([O:20]CC)=[O:19])[CH:13]=[CH:14][CH:15]=2)[CH:5]=[N:4][C:3]=1[C:26]1[CH:31]=[C:30]([O:32][CH3:33])[CH:29]=[CH:28][C:27]=1[F:34].[CH:35]1([OH:40])[CH2:39][CH2:38][CH2:37][CH2:36]1. Given the product [CH:35]1([O:40][C:2]2[N:7]=[C:6]([CH2:8][O:9][C:10]3[CH:11]=[C:12]([C@H:16]([CH:23]4[CH2:25][CH2:24]4)[CH2:17][C:18]([OH:20])=[O:19])[CH:13]=[CH:14][CH:15]=3)[CH:5]=[N:4][C:3]=2[C:26]2[CH:31]=[C:30]([O:32][CH3:33])[CH:29]=[CH:28][C:27]=2[F:34])[CH2:39][CH2:38][CH2:37][CH2:36]1, predict the reactants needed to synthesize it. (7) Given the product [Br:12][CH2:1][C:2]1[CH:3]=[C:4]([CH2:8][C:9]([OH:11])=[O:10])[CH:5]=[CH:6][CH:7]=1, predict the reactants needed to synthesize it. The reactants are: [CH3:1][C:2]1[CH:3]=[C:4]([CH2:8][C:9]([OH:11])=[O:10])[CH:5]=[CH:6][CH:7]=1.[Br:12]Br. (8) Given the product [F:1][C:2]1[CH:3]=[C:4]([CH2:9][CH2:10][O:11][Si:20]([CH:24]([CH3:26])[CH3:25])([CH:21]([CH3:23])[CH3:22])[CH:17]([CH3:19])[CH3:18])[CH:5]=[C:6]([F:8])[CH:7]=1, predict the reactants needed to synthesize it. The reactants are: [F:1][C:2]1[CH:3]=[C:4]([CH2:9][CH2:10][OH:11])[CH:5]=[C:6]([F:8])[CH:7]=1.N1C=CN=C1.[CH:17]([Si:20](Cl)([CH:24]([CH3:26])[CH3:25])[CH:21]([CH3:23])[CH3:22])([CH3:19])[CH3:18]. (9) The reactants are: [CH3:1][O:2][C:3]1[CH:4]=[C:5]([CH2:14][C:15]([OH:17])=[O:16])[CH:6]=[C:7]([O:12]C)[C:8]=1[N+:9]([O-:11])=[O:10].Cl.N1C=CC=CC=1. Given the product [OH:12][C:7]1[CH:6]=[C:5]([CH2:14][C:15]([OH:17])=[O:16])[CH:4]=[C:3]([O:2][CH3:1])[C:8]=1[N+:9]([O-:11])=[O:10], predict the reactants needed to synthesize it.